Dataset: Full USPTO retrosynthesis dataset with 1.9M reactions from patents (1976-2016). Task: Predict the reactants needed to synthesize the given product. (1) Given the product [Br:22][C:23]1[CH:24]=[CH:25][C:26]2[N:27]([CH2:37][CH:38]([OH:39])[CH2:40][N:11]([C:12]3[CH:17]=[CH:16][CH:15]=[C:14]([O:18][CH3:19])[CH:13]=3)[S:8]([C:7]([F:20])([F:6])[F:21])(=[O:9])=[O:10])[C:28]3[C:33]([C:34]=2[CH:35]=1)=[CH:32][C:31]([Br:36])=[CH:30][CH:29]=3, predict the reactants needed to synthesize it. The reactants are: [Li+].CCC[CH2-].[F:6][C:7]([F:21])([F:20])[S:8]([NH:11][C:12]1[CH:17]=[CH:16][CH:15]=[C:14]([O:18][CH3:19])[CH:13]=1)(=[O:10])=[O:9].[Br:22][C:23]1[CH:24]=[CH:25][C:26]2[N:27]([CH2:37][CH:38]3[CH2:40][O:39]3)[C:28]3[C:33]([C:34]=2[CH:35]=1)=[CH:32][C:31]([Br:36])=[CH:30][CH:29]=3. (2) Given the product [Cl:1][C:2]1[CH:7]=[C:6]([Cl:8])[CH:5]=[CH:4][C:3]=1[C@@:9]1([CH2:32][N:33]2[CH:37]=[CH:36][N:35]=[CH:34]2)[O:13][C@H:12]([CH2:14][O:15][C:16]2[CH:17]=[CH:18][C:19]([N:22]3[CH2:23][CH2:24][N:25]([S:40]([CH:39]([F:44])[F:38])(=[O:42])=[O:41])[CH2:26][CH2:27]3)=[CH:20][CH:21]=2)[CH2:11][O:10]1, predict the reactants needed to synthesize it. The reactants are: [Cl:1][C:2]1[CH:7]=[C:6]([Cl:8])[CH:5]=[CH:4][C:3]=1[C@@:9]1([CH2:32][N:33]2[CH:37]=[CH:36][N:35]=[CH:34]2)[O:13][C@H:12]([CH2:14][O:15][C:16]2[CH:21]=[CH:20][C:19]([N:22]3[CH2:27][CH2:26][N:25](S(C)(=O)=O)[CH2:24][CH2:23]3)=[CH:18][CH:17]=2)[CH2:11][O:10]1.[F:38][CH:39]([F:44])[S:40](Cl)(=[O:42])=[O:41].CS(Cl)(=O)=O. (3) Given the product [NH:1]1[C:5]2[CH:6]=[CH:7][CH:8]=[CH:9][C:4]=2[N:3]=[C:2]1[NH:10][CH2:11][CH2:12][CH2:13][CH2:14][CH2:15][NH:16][C:17]([C:19]1[CH:20]=[CH:21][C:22]2[CH:28]([CH2:29][C:30]([O-:32])=[O:31])[C:27]3[CH:34]=[CH:35][CH:36]=[CH:37][C:26]=3[C:25](=[O:38])[N:24]([CH3:39])[C:23]=2[CH:40]=1)=[O:18].[Na+:42], predict the reactants needed to synthesize it. The reactants are: [NH:1]1[C:5]2[CH:6]=[CH:7][CH:8]=[CH:9][C:4]=2[N:3]=[C:2]1[NH:10][CH2:11][CH2:12][CH2:13][CH2:14][CH2:15][NH:16][C:17]([C:19]1[CH:20]=[CH:21][C:22]2[CH:28]([CH2:29][C:30]([O:32]C)=[O:31])[C:27]3[CH:34]=[CH:35][CH:36]=[CH:37][C:26]=3[C:25](=[O:38])[N:24]([CH3:39])[C:23]=2[CH:40]=1)=[O:18].[OH-].[Na+:42]. (4) Given the product [Cl:1][C:2]1[CH:3]=[C:4]([N:9]2[C:14]([C:15]3[CH:20]=[CH:19][CH:18]=[CH:17][CH:16]=3)=[CH:13][NH:12][C:10]2=[O:11])[CH:5]=[CH:6][C:7]=1[Cl:8], predict the reactants needed to synthesize it. The reactants are: [Cl:1][C:2]1[CH:3]=[C:4]([NH:9][C:10]([NH:12][CH2:13][C:14](=O)[C:15]2[CH:20]=[CH:19][CH:18]=[CH:17][CH:16]=2)=[O:11])[CH:5]=[CH:6][C:7]=1[Cl:8]. (5) Given the product [N:14]([CH2:8][C:7]1[CH:6]=[CH:5][N:4]=[CH:3][C:2]=1[F:1])=[N+:15]=[N-:16], predict the reactants needed to synthesize it. The reactants are: [F:1][C:2]1[CH:3]=[N:4][CH:5]=[CH:6][C:7]=1[CH2:8]O.S(Cl)(Cl)=O.[N-:14]=[N+:15]=[N-:16].[Na+]. (6) Given the product [CH3:1][C:2]1[N:3]([CH2:16][CH:17]([CH3:19])[CH3:18])[C:4]2[C:13]3[CH:12]=[CH:11][C:10]([O:14][CH2:21][CH2:22][CH:23]4[CH2:24][CH2:25][N:26]([C:29]([O:31][C:32]([CH3:33])([CH3:35])[CH3:34])=[O:30])[CH2:27][CH2:28]4)=[CH:9][C:8]=3[N:7]=[CH:6][C:5]=2[N:15]=1, predict the reactants needed to synthesize it. The reactants are: [CH3:1][C:2]1[N:3]([CH2:16][CH:17]([CH3:19])[CH3:18])[C:4]2[C:13]3[CH:12]=[CH:11][C:10]([OH:14])=[CH:9][C:8]=3[N:7]=[CH:6][C:5]=2[N:15]=1.I[CH2:21][CH2:22][CH:23]1[CH2:28][CH2:27][N:26]([C:29]([O:31][C:32]([CH3:35])([CH3:34])[CH3:33])=[O:30])[CH2:25][CH2:24]1. (7) The reactants are: CON(C)[C:4]([C:6]1[C:7]([NH2:15])=[N:8][C:9]([S:12][CH2:13][CH3:14])=[N:10][CH:11]=1)=[O:5].[F:17][C:18]1[CH:23]=[C:22]([CH3:24])[C:21]([O:25][CH3:26])=[C:20](I)[CH:19]=1. Given the product [NH2:15][C:7]1[C:6]([C:4]([C:20]2[CH:19]=[C:18]([F:17])[CH:23]=[C:22]([CH3:24])[C:21]=2[O:25][CH3:26])=[O:5])=[CH:11][N:10]=[C:9]([S:12][CH2:13][CH3:14])[N:8]=1, predict the reactants needed to synthesize it.